The task is: Predict the reactants needed to synthesize the given product.. This data is from Full USPTO retrosynthesis dataset with 1.9M reactions from patents (1976-2016). (1) Given the product [NH2:1][C:2]1[N:7]=[C:6]([C:8]([O:10][CH3:11])=[O:9])[CH:5]=[CH:4][CH:3]=1, predict the reactants needed to synthesize it. The reactants are: [NH2:1][C:2]1[N:7]=[C:6]([C:8]([OH:10])=[O:9])[CH:5]=[CH:4][CH:3]=1.[C:11](Cl)(=O)C. (2) Given the product [CH2:1]([C:5]1[CH:6]=[CH:7][C:8]([C:11]2[O:15][N:14]=[C:13]([C:16]3[N:17]=[CH:18][C:19]([CH:22]=[O:23])=[N:20][CH:21]=3)[N:12]=2)=[CH:9][CH:10]=1)[CH:2]([CH3:4])[CH3:3], predict the reactants needed to synthesize it. The reactants are: [CH2:1]([C:5]1[CH:10]=[CH:9][C:8]([C:11]2[O:15][N:14]=[C:13]([C:16]3[N:17]=[CH:18][C:19]([CH2:22][OH:23])=[N:20][CH:21]=3)[N:12]=2)=[CH:7][CH:6]=1)[CH:2]([CH3:4])[CH3:3].C(C1C=CC(C2N=C(C3C=CC(C=O)=NC=3)ON=2)=CC=1)C(C)C.